Dataset: Forward reaction prediction with 1.9M reactions from USPTO patents (1976-2016). Task: Predict the product of the given reaction. (1) Given the reactants [Br:1][C:2]1[CH:9]=[CH:8][C:5]([CH:6]=[O:7])=[CH:4][C:3]=1[F:10].[BH4-].[Na+].CO, predict the reaction product. The product is: [Br:1][C:2]1[CH:9]=[CH:8][C:5]([CH2:6][OH:7])=[CH:4][C:3]=1[F:10]. (2) Given the reactants S(O)(O)(=O)=O.[CH3:6][O:7][C:8](=[NH:10])[NH2:9].[CH3:11][NH:12][C:13](=[O:16])[CH2:14][CH3:15].[CH3:17][C:18]([CH3:21])([O-])[CH3:19].[K+].O.[CH3:24][CH:25]([OH:27])[CH3:26], predict the reaction product. The product is: [CH3:11][NH:12][C:13]([C:14]1[C:17]([C:18]2[CH:21]=[C:26]([C:18]([CH3:21])([CH3:19])[CH3:17])[C:25]([OH:27])=[C:24]([C:18]([CH3:21])([CH3:19])[CH3:17])[CH:19]=2)=[N:10][C:8]([O:7][CH3:6])=[N:9][CH:15]=1)=[O:16]. (3) Given the reactants [CH3:1][O:2][C:3]([C:5]1[CH:10]=[CH:9][C:8](Br)=[C:7]([O:12][CH2:13][CH:14]2[CH2:16][CH2:15]2)[N:6]=1)=[O:4].[O:17]1[CH2:21][CH:20]=[CH:19][CH2:18]1.C([O-])(=O)C.[Na+].C(P(C(C)(C)C)C(C)(C)C)(C)(C)C.[CH3:40][O:41][C:42]([C:44]1[CH:49]=[CH:48][C:47]([C:50]2[CH2:51][O:52][CH2:53][CH:54]=2)=[C:46]([O:55][CH2:56][CH:57]2[CH2:59][CH2:58]2)[N:45]=1)=[O:43], predict the reaction product. The product is: [CH3:40][O:41][C:42]([C:44]1[CH:49]=[CH:48][C:47]([C:50]2[CH2:51][O:52][CH2:53][CH:54]=2)=[C:46]([O:55][CH2:56][CH:57]2[CH2:59][CH2:58]2)[N:45]=1)=[O:43].[CH3:1][O:2][C:3]([C:5]1[CH:10]=[CH:9][C:8]([C:18]2[O:17][CH2:21][CH2:20][CH:19]=2)=[C:7]([O:12][CH2:13][CH:14]2[CH2:16][CH2:15]2)[N:6]=1)=[O:4]. (4) Given the reactants [OH:1][C:2]1[CH:14]=[CH:13][C:5]2[C:6]([CH2:9][C:10]([OH:12])=[O:11])=[CH:7][O:8][C:4]=2[CH:3]=1.[NH2:15][C@@H:16]([CH3:31])[C:17]([C:25]1[CH:30]=[CH:29][CH:28]=[CH:27][CH:26]=1)([C:19]1[CH:24]=[CH:23][CH:22]=[CH:21][CH:20]=1)[OH:18], predict the reaction product. The product is: [NH2:15][C@@H:16]([CH3:31])[C:17]([C:25]1[CH:30]=[CH:29][CH:28]=[CH:27][CH:26]=1)([C:19]1[CH:24]=[CH:23][CH:22]=[CH:21][CH:20]=1)[OH:18].[OH:1][C:2]1[CH:14]=[CH:13][C:5]2[C@H:6]([CH2:9][C:10]([OH:12])=[O:11])[CH2:7][O:8][C:4]=2[CH:3]=1. (5) Given the reactants Br[C:2]1[CH:3]=[CH:4][C:5](O)=[C:6]([C:8]2[CH:17]=[CH:16][C:15]3[C:10](=[CH:11][CH:12]=[C:13]([C:18]4[N:22]([CH:23]5[CH2:28][CH2:27][CH2:26][CH2:25][CH2:24]5)[C:21]5[CH:29]=[CH:30][C:31]([C:33]([OH:35])=[O:34])=[CH:32][C:20]=5[N:19]=4)[CH:14]=3)[N:9]=2)[CH:7]=1.[C:37]1(C(=O)C)[C:46]2[C:37](=[CH:38][CH:39]=CC=2)[CH:46]=[CH:39][CH:38]=1.[OH-].[K+], predict the reaction product. The product is: [CH:23]1([N:22]2[C:21]3[CH:29]=[CH:30][C:31]([C:33]([OH:35])=[O:34])=[CH:32][C:20]=3[N:19]=[C:18]2[C:13]2[CH:14]=[C:15]3[C:10](=[CH:11][CH:12]=2)[N:9]=[C:8]([C:6]2[C:5]4[C:4](=[CH:46][CH:37]=[CH:38][CH:39]=4)[CH:3]=[CH:2][CH:7]=2)[CH:17]=[CH:16]3)[CH2:24][CH2:25][CH2:26][CH2:27][CH2:28]1. (6) Given the reactants [CH:1]1[CH:2]=[CH:3][C:4]2[C:11](=[O:12])[CH:10]=[CH:9][C:7](=[O:8])[C:5]=2[CH:6]=1, predict the reaction product. The product is: [C:7]1(=[O:8])[C:5]2[C:4](=[CH:3][CH:2]=[CH:1][CH:6]=2)[C:11](=[O:12])[CH2:10][CH2:9]1. (7) Given the reactants [F:1][C:2]1[CH:3]=[CH:4][C:5]([CH3:17])=[C:6]([CH:8]=[N:9][C:10]([O:12][Si](C)(C)C)=[CH2:11])[CH:7]=1.C(OC([N:25]1[C:33]2[C:28](=[CH:29][CH:30]=[C:31]([Cl:34])[CH:32]=2)[C:27](=[CH:35][C:36]2[CH:41]=[C:40]([Cl:42])[CH:39]=[CH:38][C:37]=2[O:43][C:44]2([C:48]([O:50][CH3:51])=[O:49])[CH2:47][CH2:46][CH2:45]2)[C:26]1=[O:52])=O)(C)(C)C.C(O)(C(F)(F)F)=O, predict the reaction product. The product is: [Cl:34][C:31]1[CH:32]=[C:33]2[NH:25][C:26](=[O:52])[C:27]3([CH:35]([C:36]4[CH:41]=[C:40]([Cl:42])[CH:39]=[CH:38][C:37]=4[O:43][C:44]4([C:48]([O:50][CH3:51])=[O:49])[CH2:45][CH2:46][CH2:47]4)[CH2:12][C:10](=[O:11])[NH:9][CH:8]3[C:6]3[CH:7]=[C:2]([F:1])[CH:3]=[CH:4][C:5]=3[CH3:17])[C:28]2=[CH:29][CH:30]=1. (8) Given the reactants [Cl:1][C:2]1[CH:29]=[C:28]([O:30][CH2:31][CH2:32][OH:33])[CH:27]=[CH:26][C:3]=1[C:4]([N:6]1[C:12]2[CH:13]=[CH:14][CH:15]=[CH:16][C:11]=2[CH2:10][N:9]([CH2:17][C:18]([NH:20][CH2:21][C:22]([OH:24])=[O:23])=[O:19])[C:8](=[O:25])[CH2:7]1)=[O:5].[CH3:34][Si](C=[N+]=[N-])(C)C, predict the reaction product. The product is: [Cl:1][C:2]1[CH:29]=[C:28]([O:30][CH2:31][CH2:32][OH:33])[CH:27]=[CH:26][C:3]=1[C:4]([N:6]1[C:12]2[CH:13]=[CH:14][CH:15]=[CH:16][C:11]=2[CH2:10][N:9]([CH2:17][C:18]([NH:20][CH2:21][C:22]([O:24][CH3:34])=[O:23])=[O:19])[C:8](=[O:25])[CH2:7]1)=[O:5].